Dataset: Forward reaction prediction with 1.9M reactions from USPTO patents (1976-2016). Task: Predict the product of the given reaction. The product is: [CH3:18][O:19][C:20]1[CH:21]=[CH:22][C:23]([O:26][CH:6]2[CH2:5][CH2:4][CH2:3][CH2:2][O:1]2)=[CH:24][N:25]=1. Given the reactants [O:1]1[CH:6]=[CH:5][CH2:4][CH2:3][CH2:2]1.C1(C)C=CC(S(O)(=O)=O)=CC=1.[CH3:18][O:19][C:20]1[N:25]=[CH:24][C:23]([OH:26])=[CH:22][CH:21]=1.O.ClCCl, predict the reaction product.